This data is from Forward reaction prediction with 1.9M reactions from USPTO patents (1976-2016). The task is: Predict the product of the given reaction. (1) Given the reactants [C:1]([C:4]1[CH:9]=[CH:8][C:7]([C:10]2([NH:14][C:15](=[O:21])[O:16][C:17]([CH3:20])([CH3:19])[CH3:18])[CH2:13][CH2:12][CH2:11]2)=[CH:6][CH:5]=1)(=[O:3])[CH3:2].[Br-:22].[Br-].[Br-].C([N+](CCCC)(CCCC)CCCC)CCC.C([N+](CCCC)(CCCC)CCCC)CCC.C([N+](CCCC)(CCCC)CCCC)CCC, predict the reaction product. The product is: [Br:22][CH2:2][C:1]([C:4]1[CH:5]=[CH:6][C:7]([C:10]2([NH:14][C:15](=[O:21])[O:16][C:17]([CH3:20])([CH3:19])[CH3:18])[CH2:13][CH2:12][CH2:11]2)=[CH:8][CH:9]=1)=[O:3]. (2) Given the reactants O[C:2]1[C:7]([C:8](=[O:18])[CH2:9][C:10]([N:12]2[CH2:17][CH2:16][O:15][CH2:14][CH2:13]2)=[O:11])=[CH:6][CH:5]=[CH:4][C:3]=1[O:19][S:20]([C:23]([F:26])([F:25])[F:24])(=[O:22])=[O:21].S(OS(C(F)(F)F)(=O)=O)(C(F)(F)F)(=O)=O.C, predict the reaction product. The product is: [N:12]1([C:10]2[O:11][C:2]3[C:7]([C:8](=[O:18])[CH:9]=2)=[CH:6][CH:5]=[CH:4][C:3]=3[O:19][S:20]([C:23]([F:26])([F:24])[F:25])(=[O:21])=[O:22])[CH2:13][CH2:14][O:15][CH2:16][CH2:17]1. (3) Given the reactants C1(C)C=CC(S(O[CH2:11][CH2:12][CH:13]([C:16]([F:19])([F:18])[F:17])[CH2:14][CH3:15])(=O)=O)=CC=1.[F:21][C:22]([F:34])([F:33])[CH2:23][CH2:24][S:25]([CH2:28][C:29]([O:31][CH3:32])=[O:30])(=[O:27])=[O:26].C(=O)([O-])[O-].[K+].[K+].Cl, predict the reaction product. The product is: [F:17][C:16]([F:19])([F:18])[CH:13]([CH2:14][CH3:15])[CH2:12][CH2:11][CH:28]([S:25]([CH2:24][CH2:23][C:22]([F:21])([F:33])[F:34])(=[O:26])=[O:27])[C:29]([O:31][CH3:32])=[O:30].